This data is from Experimentally validated miRNA-target interactions with 360,000+ pairs, plus equal number of negative samples. The task is: Binary Classification. Given a miRNA mature sequence and a target amino acid sequence, predict their likelihood of interaction. (1) The miRNA is hsa-miR-378d with sequence ACUGGACUUGGAGUCAGAAA. The protein sequence of the target gene is MHSKTAPRFLVFLLLTLLLLLAASPVASKGCVCKGKGQCLCAGTKGEKGEKGVPGSPGFPGQKGFPGPEGLPGPQGPKGSPGLPGLTGPKGIRGITGLPGFAGPPGLPGLPGHPGPRGLAGLPGCNGSKGEQGFPGFPGTPGYAGLPGPDGLKGQKGEPAQGEDRGFNGKGDPGPPGVPGFQGFPGLPGFPGPAGPPGPPGFFGLPGAMGPRGPKGHMGDSVIGQKGERGMKGLTGPPGPPGTVIFTLTQPYNKSDFKGEKGDEGERGEPGPPGPSGPPGDSYGSEKGAPGEPGPRGKPG.... Result: 0 (no interaction). (2) The miRNA is hsa-miR-489-3p with sequence GUGACAUCACAUAUACGGCAGC. The protein sequence of the target gene is MLQNSAVLLVLVISASATHEAEQNDSVSPRKSRVAAQNSAEVVRCLNSALQVGCGAFACLENSTCDTDGMYDICKSFLYSAAKFDTQGKAFVKESLKCIANGVTSKVFLAIRRCSTFQRMIAEVQEECYSKLNVCSIAKRNPEAITEVVQLPNHFSNRYYNRLVRSLLECDEDTVSTIRDSLMEKIGPNMASLFHILQTDHCAQTHPRADFNRRRTNEPQKLKVLLRNLRGEEDSPSHIKRTSHESA. Result: 1 (interaction). (3) The miRNA is hsa-miR-6877-3p with sequence CAGCCUCUGCCCUUGGCCUCC. The protein sequence of the target gene is MAPWLQLCSVFFTVNACLNGSQLAVAAGGSGRARGADTCGWRGVGPASRNSGLYNITFKYDNCTTYLNPVGKHVIADAQNITISQYACHDQVAVTILWSPGALGIEFLKGFRVILEELKSEGRQCQQLILKDPKQLNSSFKRTGMESQPFLNMKFETDYFVKVVPFPSIKNESNYHPFFFRTRACDLLLQPDNLACKPFWKPRNLNISQHGSDMQVSFDHAPHNFGFRFFYLHYKLKHEGPFKRKTCKQEQTTETTSCLLQNVSPGDYIIELVDDTNTTRKVMHYALKPVHSPWAGPIRA.... Result: 1 (interaction).